Dataset: Catalyst prediction with 721,799 reactions and 888 catalyst types from USPTO. Task: Predict which catalyst facilitates the given reaction. (1) Reactant: Br[C:2]1[CH:7]=[CH:6][CH:5]=[CH:4][C:3]=1/[CH:8]=[CH:9]/[C:10]([O:12][CH2:13][CH3:14])=[O:11].[C:15]1([N:21]2[CH2:25][CH2:24][NH:23][C:22]2=[O:26])[CH:20]=[CH:19][CH:18]=[CH:17][CH:16]=1.[O-]P([O-])([O-])=O.[K+].[K+].[K+].CN[C@@H]1CCCC[C@H]1NC. Product: [O:26]=[C:22]1[N:21]([C:15]2[CH:20]=[CH:19][CH:18]=[CH:17][CH:16]=2)[CH2:25][CH2:24][N:23]1[C:2]1[CH:7]=[CH:6][CH:5]=[CH:4][C:3]=1/[CH:8]=[CH:9]/[C:10]([O:12][CH2:13][CH3:14])=[O:11]. The catalyst class is: 122. (2) Reactant: [CH2:1]([O:3][C:4](=[O:20])[C:5]1[CH:10]=[C:9]([N:11]2[CH2:16][CH2:15][CH2:14][CH2:13][CH2:12]2)[CH:8]=[CH:7][C:6]=1[N+:17]([O-])=O)[CH3:2].[H][H]. Product: [CH2:1]([O:3][C:4](=[O:20])[C:5]1[CH:10]=[C:9]([N:11]2[CH2:16][CH2:15][CH2:14][CH2:13][CH2:12]2)[CH:8]=[CH:7][C:6]=1[NH2:17])[CH3:2]. The catalyst class is: 663. (3) Reactant: [NH2:1][C:2]1[CH:10]=[CH:9][C:5]([CH2:6][CH2:7][NH2:8])=[CH:4][CH:3]=1.[C:11](O[C:11]([O:13][C:14]([CH3:17])([CH3:16])[CH3:15])=[O:12])([O:13][C:14]([CH3:17])([CH3:16])[CH3:15])=[O:12].O. Product: [C:14]([O:13][C:11](=[O:12])[NH:8][CH2:7][CH2:6][C:5]1[CH:9]=[CH:10][C:2]([NH2:1])=[CH:3][CH:4]=1)([CH3:17])([CH3:16])[CH3:15]. The catalyst class is: 96. (4) Reactant: [H-].[Na+].[O:3]=[C:4]([CH2:11][CH3:12])[CH2:5][C:6]([O:8][CH2:9][CH3:10])=[O:7].[F:13][C:14]([F:24])([F:23])[C:15]1[CH:22]=[CH:21][C:18]([CH2:19]Br)=[CH:17][CH:16]=1.C(OCC)(=O)C. Product: [O:3]=[C:4]([CH2:11][CH3:12])[CH:5]([CH2:19][C:18]1[CH:17]=[CH:16][C:15]([C:14]([F:13])([F:23])[F:24])=[CH:22][CH:21]=1)[C:6]([O:8][CH2:9][CH3:10])=[O:7]. The catalyst class is: 762.